Dataset: Full USPTO retrosynthesis dataset with 1.9M reactions from patents (1976-2016). Task: Predict the reactants needed to synthesize the given product. The reactants are: CO[C:3](=O)[C:4]1[CH:9]=[C:8]([O:10][CH2:11][C@@H:12]([NH:21]C(OC(C)(C)C)=O)[CH2:13][C:14]2[CH:19]=[CH:18][C:17]([F:20])=[CH:16][CH:15]=2)[CH:7]=[N:6][CH:5]=1.[CH2:30]([O:37][C:38]1[CH:39]=[C:40]2[C:45](=[CH:46][C:47]=1[O:48][CH3:49])[N:44]=[CH:43][C:42]([C:50]#[N:51])=[C:41]2[CH3:52])[C:31]1[CH:36]=[CH:35][CH:34]=[CH:33][CH:32]=1.[Li+].C[Si]([N-:58][Si](C)(C)C)(C)C.C([O-])(=O)C.[NH4+]. Given the product [NH2:21][C@@H:12]([CH2:13][C:14]1[CH:15]=[CH:16][C:17]([F:20])=[CH:18][CH:19]=1)[CH2:11][O:10][C:8]1[CH:9]=[C:4]([C:3]2[CH:52]=[C:41]3[C:42](=[C:50]([NH2:58])[N:51]=2)[CH:43]=[N:44][C:45]2[CH:46]=[C:47]([O:48][CH3:49])[C:38]([O:37][CH2:30][C:31]4[CH:36]=[CH:35][CH:34]=[CH:33][CH:32]=4)=[CH:39][C:40]3=2)[CH:5]=[N:6][CH:7]=1, predict the reactants needed to synthesize it.